Dataset: Catalyst prediction with 721,799 reactions and 888 catalyst types from USPTO. Task: Predict which catalyst facilitates the given reaction. (1) Reactant: O.[OH-].[Li+].C[O:5][C:6](=[O:37])[CH2:7][C:8]1[C:17]([CH3:18])=[C:16]([C:19]2[CH:24]=[CH:23][C:22]([S:25]([C:28]3[CH:33]=[CH:32][C:31]([Cl:34])=[CH:30][C:29]=3[Cl:35])(=[O:27])=[O:26])=[CH:21][CH:20]=2)[C:15]2[C:10](=[CH:11][CH:12]=[C:13]([F:36])[CH:14]=2)[CH:9]=1. Product: [Cl:35][C:29]1[CH:30]=[C:31]([Cl:34])[CH:32]=[CH:33][C:28]=1[S:25]([C:22]1[CH:21]=[CH:20][C:19]([C:16]2[C:15]3[C:10](=[CH:11][CH:12]=[C:13]([F:36])[CH:14]=3)[CH:9]=[C:8]([CH2:7][C:6]([OH:37])=[O:5])[C:17]=2[CH3:18])=[CH:24][CH:23]=1)(=[O:26])=[O:27]. The catalyst class is: 20. (2) Reactant: [C:1]([NH:8][C@H:9]([C:13]([OH:15])=O)[CH:10]([CH3:12])[CH3:11])([O:3][C:4]([CH3:7])([CH3:6])[CH3:5])=[O:2].CN1CCOCC1.ClC(OC)=O.[NH2:28][CH:29]1[C:35]2[CH:36]=[CH:37][CH:38]=[CH:39][C:34]=2[C:33](=[O:40])[N:32]([CH:41]([CH3:43])[CH3:42])[N:31]([CH3:44])[C:30]1=[O:45]. Product: [CH3:44][N:31]1[C:30](=[O:45])[CH:29]([NH:28][C:13](=[O:15])[C@@H:9]([NH:8][C:1]([O:3][C:4]([CH3:5])([CH3:6])[CH3:7])=[O:2])[CH:10]([CH3:11])[CH3:12])[C:35]2[CH:36]=[CH:37][CH:38]=[CH:39][C:34]=2[C:33](=[O:40])[N:32]1[CH:41]([CH3:43])[CH3:42]. The catalyst class is: 4. (3) Reactant: [Cl:1][C:2]1[CH:7]=[N:6][CH:5]=[C:4]2[S:8][C:9]([C:11]([O:13]C)=[O:12])=[CH:10][C:3]=12.[Li+].[OH-].Cl. Product: [Cl:1][C:2]1[CH:7]=[N:6][CH:5]=[C:4]2[S:8][C:9]([C:11]([OH:13])=[O:12])=[CH:10][C:3]=12. The catalyst class is: 1. (4) Reactant: [Cl:1][C:2]1[C:7]([F:8])=[C:6]([CH:9]=O)[CH:5]=[CH:4][N:3]=1.C1(P(=[CH:30][C:31]([O:33][CH3:34])=[O:32])(C2C=CC=CC=2)C2C=CC=CC=2)C=CC=CC=1.O.CCOC(C)=O. Product: [CH3:34][O:33][C:31](=[O:32])/[CH:30]=[CH:9]/[C:6]1[CH:5]=[CH:4][N:3]=[C:2]([Cl:1])[C:7]=1[F:8]. The catalyst class is: 237. (5) Reactant: [C:1]([Si:3]([CH3:6])([CH3:5])[CH3:4])#[CH:2].[Li]CCCC.[O:12]1[CH2:16][CH2:15][O:14][CH:13]1[CH:17]1[CH2:22][CH2:21][C:20](=[O:23])[CH2:19][CH2:18]1. Product: [O:12]1[CH2:16][CH2:15][O:14][CH:13]1[CH:17]1[CH2:22][CH2:21][C:20]([C:2]#[C:1][Si:3]([CH3:6])([CH3:5])[CH3:4])([OH:23])[CH2:19][CH2:18]1. The catalyst class is: 1. (6) Reactant: [Cl:1][C:2]1[N:3]=[CH:4][C:5]([C:8]([NH:10][NH:11]C(OC(C)(C)C)=O)=[O:9])=[N:6][CH:7]=1.Cl. Product: [Cl:1][C:2]1[N:3]=[CH:4][C:5]([C:8]([NH:10][NH2:11])=[O:9])=[N:6][CH:7]=1. The catalyst class is: 12. (7) Reactant: C(OC([NH:8][CH2:9][C:10]1[N:18]=[C:17]2[C:13]([NH:14][C:15](=[O:40])[N:16]2[C:19]2[CH:24]=[C:23]([O:25][CH2:26][C:27]3[C:32]([O:33][CH3:34])=[CH:31][CH:30]=[C:29]([F:35])[C:28]=3[F:36])[C:22]([O:37][CH3:38])=[CH:21][C:20]=2[Cl:39])=[C:12]([O:41][CH3:42])[N:11]=1)=O)(C)(C)C.Cl.C(OCC)C. Product: [ClH:39].[NH2:8][CH2:9][C:10]1[N:18]=[C:17]2[C:13]([NH:14][C:15](=[O:40])[N:16]2[C:19]2[CH:24]=[C:23]([O:25][CH2:26][C:27]3[C:32]([O:33][CH3:34])=[CH:31][CH:30]=[C:29]([F:35])[C:28]=3[F:36])[C:22]([O:37][CH3:38])=[CH:21][C:20]=2[Cl:39])=[C:12]([O:41][CH3:42])[N:11]=1. The catalyst class is: 7. (8) The catalyst class is: 524. Product: [Cl:30][C:31]1[CH:36]=[C:35]([C:37]([F:40])([F:39])[F:38])[CH:34]=[CH:33][C:32]=1/[CH:44]=[CH:43]/[C:42]([O:46][CH2:47][CH3:48])=[O:45]. Reactant: C1(C)C=CC=CC=1P(C1C=CC=CC=1C)C1C=CC=CC=1C.C(N(CC)CC)C.[Cl:30][C:31]1[CH:36]=[C:35]([C:37]([F:40])([F:39])[F:38])[CH:34]=[CH:33][C:32]=1I.[C:42]([O:46][CH2:47][CH3:48])(=[O:45])[CH:43]=[CH2:44].